From a dataset of Reaction yield outcomes from USPTO patents with 853,638 reactions. Predict the reaction yield, written as a fraction of the theoretical maximum amount of product (1.0 means a 100% yield; for example, 0.34 means a 34% yield). The catalyst is C1COCC1.C(OCC)C. The product is [CH3:18][S:19][C:4]1[C:3]([O:2][CH3:1])=[CH:12][CH:11]=[CH:10][C:5]=1[CH2:6][N:7]([CH3:9])[CH3:8]. The reactants are [CH3:1][O:2][C:3]1[CH:4]=[C:5]([CH:10]=[CH:11][CH:12]=1)[CH2:6][N:7]([CH3:9])[CH3:8].C([Li])CCC.[CH3:18][S:19]SC.O. The yield is 0.570.